From a dataset of Reaction yield outcomes from USPTO patents with 853,638 reactions. Predict the reaction yield, written as a fraction of the theoretical maximum amount of product (1.0 means a 100% yield; for example, 0.34 means a 34% yield). The reactants are [NH2:1][CH2:2][C@@H:3]([NH:23][C:24](=[O:36])[C:25]1[CH:30]=[CH:29][C:28]([O:31][CH:32]([CH3:34])[CH3:33])=[C:27]([Cl:35])[CH:26]=1)[CH2:4][C:5]1[CH:10]=[CH:9][C:8]([C:11]2[N:12]=[C:13]3[C:18]([CH:19]([OH:21])[CH3:20])=[CH:17][CH:16]=[CH:15][N:14]3[CH:22]=2)=[CH:7][CH:6]=1.CCN=C=NCCCN(C)C.C(N(CC)C(C)C)(C)C.[CH3:57][N:58]([CH3:63])[CH2:59][C:60](O)=[O:61]. The yield is 0.480. The product is [Cl:35][C:27]1[CH:26]=[C:25]([CH:30]=[CH:29][C:28]=1[O:31][CH:32]([CH3:33])[CH3:34])[C:24]([NH:23][C@@H:3]([CH2:4][C:5]1[CH:10]=[CH:9][C:8]([C:11]2[N:12]=[C:13]3[C:18]([CH:19]([OH:21])[CH3:20])=[CH:17][CH:16]=[CH:15][N:14]3[CH:22]=2)=[CH:7][CH:6]=1)[CH2:2][NH:1][C:60](=[O:61])[CH2:59][N:58]([CH3:63])[CH3:57])=[O:36]. The catalyst is C(Cl)Cl.O.